Dataset: Full USPTO retrosynthesis dataset with 1.9M reactions from patents (1976-2016). Task: Predict the reactants needed to synthesize the given product. (1) The reactants are: Br[C:2]1[NH:18][C:5]2[N:6]=[CH:7][N:8]=[C:9]([O:10][C:11]3[CH:12]=[CH:13][CH:14]=[C:15]([OH:17])[CH:16]=3)[C:4]=2[CH:3]=1.ClCl.[O-]P([O-])([O-])=O.[K+].[K+].[K+].O1[CH2:34][CH2:33]OCC1. Given the product [NH2:6][C:5]1[CH:4]=[C:3]([C:2]2[NH:18][C:5]3[N:6]=[CH:7][N:8]=[C:9]([O:10][C:11]4[CH:16]=[C:15]([OH:17])[CH:14]=[CH:13][CH:12]=4)[C:4]=3[CH:3]=2)[CH:2]=[CH:33][CH:34]=1, predict the reactants needed to synthesize it. (2) Given the product [F:20][C:17]1[CH:16]=[CH:15][C:14]([N:12]2[CH:13]=[CH:8][N:9]=[C:10]([O:22][CH3:23])[C:11]2=[O:21])=[CH:19][CH:18]=1, predict the reactants needed to synthesize it. The reactants are: C([O-])([O-])=O.[K+].[K+].Cl[C:8]1[N:9]=[C:10]([O:22][CH3:23])[C:11](=[O:21])[N:12]([C:14]2[CH:19]=[CH:18][C:17]([F:20])=[CH:16][CH:15]=2)[CH:13]=1.[H][H]. (3) Given the product [O:1]1[C:5]2[CH:6]=[CH:7][C:8]([CH2:10][CH:11]3[CH2:16][CH2:15][CH2:14][NH:13][CH2:12]3)=[CH:9][C:4]=2[O:3][CH2:2]1, predict the reactants needed to synthesize it. The reactants are: [O:1]1[C:5]2[CH:6]=[CH:7][C:8]([CH2:10][CH:11]3[CH2:16][CH2:15][CH2:14][N:13](CC4C=CC=CC=4)[CH2:12]3)=[CH:9][C:4]=2[O:3][CH2:2]1. (4) Given the product [CH2:1]([O:8][CH:9]1[CH2:12][CH:11]([C:13]([O:24][CH2:23][CH2:22][C:16]2[CH:21]=[CH:20][CH:19]=[CH:18][CH:17]=2)=[O:14])[CH2:10]1)[C:2]1[CH:7]=[CH:6][CH:5]=[CH:4][CH:3]=1, predict the reactants needed to synthesize it. The reactants are: [CH2:1]([O:8][CH:9]1[CH2:12][CH:11]([C:13](Cl)=[O:14])[CH2:10]1)[C:2]1[CH:7]=[CH:6][CH:5]=[CH:4][CH:3]=1.[C:16]1([CH2:22][CH2:23][OH:24])[CH:21]=[CH:20][CH:19]=[CH:18][CH:17]=1.N1C=CC=CC=1. (5) Given the product [NH2:16][C:8]1[C:7]2[C:6](=[O:19])[C:5]([C:20]([OH:22])=[O:21])=[CH:4][N:3]([CH2:1][CH3:2])[C:12]=2[CH:11]=[C:10]2[O:13][CH2:14][O:15][C:9]=12, predict the reactants needed to synthesize it. The reactants are: [CH2:1]([N:3]1[C:12]2[CH:11]=[C:10]3[O:13][CH2:14][O:15][C:9]3=[C:8]([N+:16]([O-])=O)[C:7]=2[C:6](=[O:19])[C:5]([C:20]([OH:22])=[O:21])=[CH:4]1)[CH3:2].Cl. (6) The reactants are: [C:1]1([NH:7][C:8]2[CH:13]=[CH:12][CH:11]=[CH:10][CH:9]=2)[CH:6]=[CH:5][CH:4]=[CH:3][CH:2]=1.[Br:14]N1C(=O)CCC1=O. Given the product [CH:11]1[CH:10]=[CH:9][C:8]([NH:7][C:1]2[CH:2]=[CH:3][C:4]([Br:14])=[CH:5][CH:6]=2)=[CH:13][CH:12]=1, predict the reactants needed to synthesize it. (7) Given the product [Br:17][C:18]1[CH:23]=[CH:22][C:21]([O:24][CH2:2][C:3]2[C:8]([CH3:9])=[CH:7][CH:6]=[CH:5][C:4]=2[N:10]2[C:14](=[O:15])[N:13]([CH3:16])[N:12]=[N:11]2)=[C:20]([CH3:25])[C:19]=1[CH3:26], predict the reactants needed to synthesize it. The reactants are: Br[CH2:2][C:3]1[C:8]([CH3:9])=[CH:7][CH:6]=[CH:5][C:4]=1[N:10]1[C:14](=[O:15])[N:13]([CH3:16])[N:12]=[N:11]1.[Br:17][C:18]1[CH:23]=[CH:22][C:21]([OH:24])=[C:20]([CH3:25])[C:19]=1[CH3:26].C(=O)([O-])[O-].[K+].[K+].C(#N)C. (8) Given the product [C:39]([O:43][C:44](=[O:46])[CH2:45][C:52]1[CH:53]=[N:48][CH:49]=[C:50]([Cl:54])[CH:51]=1)([CH3:42])([CH3:41])[CH3:40], predict the reactants needed to synthesize it. The reactants are: C1(P(C2CCCCC2)C2C=CC=CC=2C2C=CC=CC=2N(C)C)CCCCC1.C[Si](C)(C)[N-][Si](C)(C)C.[Li+].[C:39]([O:43][C:44](=[O:46])[CH3:45])([CH3:42])([CH3:41])[CH3:40].Cl[N:48]1[CH:53]=[CH:52][CH:51]=[C:50]([Cl:54])[CH2:49]1.